Dataset: Peptide-MHC class II binding affinity with 134,281 pairs from IEDB. Task: Regression. Given a peptide amino acid sequence and an MHC pseudo amino acid sequence, predict their binding affinity value. This is MHC class II binding data. (1) The peptide sequence is YQNKVVRVQRPAKNG. The MHC is DRB1_0802 with pseudo-sequence DRB1_0802. The binding affinity (normalized) is 0.621. (2) The peptide sequence is KFDSRLAFHHMAREKH. The MHC is HLA-DQA10501-DQB10201 with pseudo-sequence HLA-DQA10501-DQB10201. The binding affinity (normalized) is 0.0937. (3) The peptide sequence is KMYFNLIDTKCYK. The MHC is DRB1_0301 with pseudo-sequence DRB1_0301. The binding affinity (normalized) is 0.409.